Predict the reaction yield, written as a fraction of the theoretical maximum amount of product (1.0 means a 100% yield; for example, 0.34 means a 34% yield). From a dataset of Reaction yield outcomes from USPTO patents with 853,638 reactions. The yield is 0.540. The catalyst is CO. The product is [CH2:1]([N:8]([CH2:9][CH2:10][N:11]1[C:20]2[C:15]([C:16](=[O:22])[NH:17][C:18](=[O:21])[N:19]=2)=[N:14][C:13]2[CH:23]=[C:24]([CH3:28])[C:25]([CH3:27])=[CH:26][C:12]1=2)[C:29](=[O:30])[O:31][C:32]([CH3:35])([CH3:34])[CH3:33])[C:2]1[CH:3]=[CH:4][CH:5]=[CH:6][CH:7]=1. The reactants are [CH2:1]([NH:8][CH2:9][CH2:10][N:11]1[C:20]2[C:15]([C:16](=[O:22])[NH:17][C:18](=[O:21])[N:19]=2)=[N:14][C:13]2[CH:23]=[C:24]([CH3:28])[C:25]([CH3:27])=[CH:26][C:12]1=2)[C:2]1[CH:7]=[CH:6][CH:5]=[CH:4][CH:3]=1.[C:29](O[C:29]([O:31][C:32]([CH3:35])([CH3:34])[CH3:33])=[O:30])([O:31][C:32]([CH3:35])([CH3:34])[CH3:33])=[O:30].CCN(CC)CC.